Dataset: Peptide-MHC class I binding affinity with 185,985 pairs from IEDB/IMGT. Task: Regression. Given a peptide amino acid sequence and an MHC pseudo amino acid sequence, predict their binding affinity value. This is MHC class I binding data. (1) The MHC is Patr-A0101 with pseudo-sequence Patr-A0101. The binding affinity (normalized) is 0.0812. The peptide sequence is TVWEVQGYK. (2) The peptide sequence is GLLCVTSSS. The MHC is HLA-A02:01 with pseudo-sequence HLA-A02:01. The binding affinity (normalized) is 0.186.